From a dataset of Peptide-MHC class I binding affinity with 185,985 pairs from IEDB/IMGT. Regression. Given a peptide amino acid sequence and an MHC pseudo amino acid sequence, predict their binding affinity value. This is MHC class I binding data. (1) The peptide sequence is VVDTFISYNR. The MHC is HLA-A33:01 with pseudo-sequence HLA-A33:01. The binding affinity (normalized) is 0.574. (2) The peptide sequence is SSWNSAHEK. The MHC is HLA-B18:01 with pseudo-sequence HLA-B18:01. The binding affinity (normalized) is 0.0847. (3) The peptide sequence is VAASSLLYK. The MHC is HLA-A02:02 with pseudo-sequence HLA-A02:02. The binding affinity (normalized) is 0.